From a dataset of Reaction yield outcomes from USPTO patents with 853,638 reactions. Predict the reaction yield, written as a fraction of the theoretical maximum amount of product (1.0 means a 100% yield; for example, 0.34 means a 34% yield). (1) The reactants are C(OC(=O)[NH:7][C:8]1([C:11](=[O:36])[NH:12][CH2:13][C:14]2[CH:19]=[CH:18][C:17]([N:20]3[C:28]4[C:23](=[CH:24][CH:25]=[CH:26][CH:27]=4)[C:22]([Cl:29])=[C:21]3[C:30]3[N:34]=[C:33]([CH3:35])[O:32][N:31]=3)=[CH:16][CH:15]=2)[CH2:10][CH2:9]1)(C)(C)C.Cl.[OH-].[Na+]. The catalyst is C(OCC)(=O)C. The product is [Cl:29][C:22]1[C:23]2[C:28](=[CH:27][CH:26]=[CH:25][CH:24]=2)[N:20]([C:17]2[CH:18]=[CH:19][C:14]([CH2:13][NH:12][C:11]([C:8]3([NH2:7])[CH2:10][CH2:9]3)=[O:36])=[CH:15][CH:16]=2)[C:21]=1[C:30]1[N:34]=[C:33]([CH3:35])[O:32][N:31]=1. The yield is 0.980. (2) The reactants are [Cl:1][C:2]1[CH:7]=[C:6]([O:8][C:9]([C:12]([O:14][CH2:15]C)=[O:13])([CH3:11])[CH3:10])[C:5]([Cl:17])=[CH:4][C:3]=1[O:18]C(=O)C1C=CC=CC=1.[Na].Cl. The catalyst is CO. The product is [CH3:15][O:14][C:12](=[O:13])[C:9]([O:8][C:6]1[CH:7]=[C:2]([Cl:1])[C:3]([OH:18])=[CH:4][C:5]=1[Cl:17])([CH3:11])[CH3:10]. The yield is 0.620. (3) The reactants are [N+:1]([C:4]1[CH:15]=[CH:14][C:7]([O:8][CH:9]([CH3:13])[C:10]([OH:12])=[O:11])=[CH:6][CH:5]=1)([O-:3])=[O:2].O[CH2:17][CH2:18][O:19][C:20](=[O:33])[CH:21]([O:23][C:24]1[CH:29]=[CH:28][C:27]([N+:30]([O-:32])=[O:31])=[CH:26][CH:25]=1)[CH3:22].C1(N=C=NC2CCCCC2)CCCCC1. The catalyst is ClCCl. The product is [N+:1]([C:4]1[CH:5]=[CH:6][C:7]([O:8][CH:9]([CH3:13])[C:10]([O:12][CH2:17][CH2:18][O:19][C:20](=[O:33])[CH:21]([O:23][C:24]2[CH:29]=[CH:28][C:27]([N+:30]([O-:32])=[O:31])=[CH:26][CH:25]=2)[CH3:22])=[O:11])=[CH:14][CH:15]=1)([O-:3])=[O:2]. The yield is 0.351. (4) The reactants are [C:1]1([S:11](Cl)(=[O:13])=[O:12])[C:10]2[C:5](=[CH:6][CH:7]=[CH:8][CH:9]=2)[CH:4]=[CH:3][CH:2]=1.[NH2:15][C:16]1[CH:17]=[CH:18][CH:19]=[C:20]2[C:24]=1[NH:23][CH:22]=[C:21]2CCN(C)C.[CH2:30]([N:32]([CH:36](C)C)[CH:33](C)C)[CH3:31]. The catalyst is CN(C)C=O. The product is [CH3:33][N:32]([CH3:36])[CH2:30][CH2:31][N:23]1[C:24]2[C:20](=[CH:19][CH:18]=[CH:17][C:16]=2[NH:15][S:11]([C:1]2[C:10]3[C:5](=[CH:6][CH:7]=[CH:8][CH:9]=3)[CH:4]=[CH:3][CH:2]=2)(=[O:13])=[O:12])[CH:21]=[CH:22]1. The yield is 0.510. (5) The reactants are [NH2:1][C:2]1[C:14]2[C:13]3[CH2:12][C:11]([CH3:16])([CH3:15])[CH2:10][CH2:9][C:8]=3[C:7]([N:17]3[CH2:22][CH2:21][N:20]([CH3:23])[CH2:19][CH2:18]3)=[N:6][C:5]=2[S:4][C:3]=1[C:24]([NH2:26])=[O:25].O.[C:28]1(C)C=CC(S(O)(=O)=O)=CC=1. The catalyst is C([O-])([O-])OCC. The product is [CH3:15][C:11]1([CH3:16])[CH2:10][CH2:9][C:8]2[C:7]([N:17]3[CH2:18][CH2:19][N:20]([CH3:23])[CH2:21][CH2:22]3)=[N:6][C:5]3[S:4][C:3]4[C:24](=[O:25])[NH:26][CH:28]=[N:1][C:2]=4[C:14]=3[C:13]=2[CH2:12]1. The yield is 0.820.